From a dataset of Catalyst prediction with 721,799 reactions and 888 catalyst types from USPTO. Predict which catalyst facilitates the given reaction. (1) Reactant: Cl[C:2]1[N:3]=[CH:4][C:5]([O:32][CH3:33])=[C:6]2[C:10]([C:11](=[O:31])[C:12]([N:14]3[CH2:19][CH2:18][N:17]([C:20]4[N:24]([C:25]5[CH:30]=[CH:29][CH:28]=[CH:27][N:26]=5)[N:23]=[N:22][N:21]=4)[CH2:16][CH2:15]3)=[O:13])=[CH:9][NH:8][C:7]=12.C([N:36]([CH2:39][CH3:40])[CH2:37]C)C.[OH2:41].[CH:42]1(N)CC1. Product: [CH:39]1([NH:36][C:37]([C:2]2[N:3]=[CH:4][C:5]([O:32][CH3:33])=[C:6]3[C:10]([C:11](=[O:31])[C:12](=[O:13])[N:14]4[CH2:15][CH2:16][N:17]([C:20]5[N:24]([C:25]6[CH:30]=[CH:29][CH:28]=[CH:27][N:26]=6)[N:23]=[N:22][N:21]=5)[CH2:18][CH2:19]4)=[CH:9][NH:8][C:7]=23)=[O:41])[CH2:40][CH2:42]1. The catalyst class is: 77. (2) Reactant: C(OC([N:8](C(OC(C)(C)C)=O)[C:9]1[C:10]([C:28]2[N:32](C(OC(C)(C)C)=O)[C:31]3[CH:40]=[CH:41][CH:42]=[CH:43][C:30]=3[N:29]=2)=[N:11][C:12]([C:15]2[CH2:16][CH2:17][N:18](C(OC(C)(C)C)=O)[CH2:19][CH:20]=2)=[CH:13][N:14]=1)=O)(C)(C)C.C(O)(C(F)(F)F)=O. The catalyst class is: 2. Product: [NH:29]1[C:30]2[CH:43]=[CH:42][CH:41]=[CH:40][C:31]=2[N:32]=[C:28]1[C:10]1[C:9]([NH2:8])=[N:14][CH:13]=[C:12]([C:15]2[CH2:16][CH2:17][NH:18][CH2:19][CH:20]=2)[N:11]=1. (3) Reactant: [N:1]1[CH:6]=[CH:5][CH:4]=[CH:3][C:2]=1[CH:7]1[CH2:11][CH2:10][CH2:9][C:8]1=[O:12].C(O)C.[Na].C(O)(=O)C. Product: [OH:12][CH:8]1[CH2:9][CH2:10][CH2:11][CH:7]1[C:2]1[CH:3]=[CH:4][CH:5]=[CH:6][N:1]=1. The catalyst class is: 34. (4) Reactant: Br[C:2]1[CH:3]=[C:4]([Cl:34])[C:5]([N:8]2[CH2:13][CH2:12][N:11]([C:14]3[CH:19]=[C:18]([C:20]4[CH:25]=[CH:24][C:23]([F:26])=[CH:22][CH:21]=4)[N:17]=[C:16]([N:27]4[CH2:31][CH2:30][CH2:29][C@@H:28]4[CH3:32])[N:15]=3)[C@H:10]([CH3:33])[CH2:9]2)=[N:6][CH:7]=1.[CH3:35][N:36](C=O)C. Product: [F:26][C:23]1[CH:24]=[CH:25][C:20]([C:18]2[N:17]=[C:16]([N:27]3[CH2:31][CH2:30][CH2:29][C@@H:28]3[CH3:32])[N:15]=[C:14]([N:11]3[CH2:12][CH2:13][N:8]([C:5]4[C:4]([Cl:34])=[CH:3][C:2]([C:35]#[N:36])=[CH:7][N:6]=4)[CH2:9][C@H:10]3[CH3:33])[CH:19]=2)=[CH:21][CH:22]=1. The catalyst class is: 380. (5) Reactant: [Si:1]([O:8][CH2:9][C:10]1[CH:11]=[C:12]([CH2:16]O)[CH:13]=[CH:14][CH:15]=1)([C:4]([CH3:7])([CH3:6])[CH3:5])([CH3:3])[CH3:2].C(Br)(Br)(Br)[Br:19].C1(P(C2C=CC=CC=2)C2C=CC=CC=2)C=CC=CC=1.C(=O)([O-])O.[Na+]. Product: [Br:19][CH2:16][C:12]1[CH:11]=[C:10]([CH:15]=[CH:14][CH:13]=1)[CH2:9][O:8][Si:1]([C:4]([CH3:7])([CH3:6])[CH3:5])([CH3:3])[CH3:2]. The catalyst class is: 7. (6) Reactant: [CH2:1]([O:8][C:9]([C:11]([CH3:23])([CH3:22])[CH2:12][O:13][C:14]1[CH:21]=[CH:20][C:17]([CH:18]=[O:19])=[CH:16][CH:15]=1)=[O:10])[C:2]1[CH:7]=[CH:6][CH:5]=[CH:4][CH:3]=1.[BH4-].[Na+].Cl. Product: [CH2:1]([O:8][C:9]([C:11]([CH3:23])([CH3:22])[CH2:12][O:13][C:14]1[CH:15]=[CH:16][C:17]([CH2:18][OH:19])=[CH:20][CH:21]=1)=[O:10])[C:2]1[CH:7]=[CH:6][CH:5]=[CH:4][CH:3]=1. The catalyst class is: 7. (7) Product: [CH2:1]([O:3][C:4]([N:6]1[CH2:11][CH2:10][C:9]2[O:12][C:13]3[C:18]([O:19][CH3:20])=[CH:17][CH:16]=[C:15]([C:21]([OH:25])=[O:22])[C:14]=3[C:8]=2[CH2:7]1)=[O:5])[CH3:2]. Reactant: [CH2:1]([O:3][C:4]([N:6]1[CH2:11][CH2:10][C:9]2[O:12][C:13]3[C:18]([O:19][CH3:20])=[CH:17][CH:16]=[C:15]([CH:21]=[O:22])[C:14]=3[C:8]=2[CH2:7]1)=[O:5])[CH3:2].S(=O)(=O)([OH:25])N.Cl([O-])=O.[Na+]. The catalyst class is: 95.